This data is from Forward reaction prediction with 1.9M reactions from USPTO patents (1976-2016). The task is: Predict the product of the given reaction. (1) Given the reactants [O:1]=[C:2]1[NH:7][CH:6]=[C:5]([C:8]([OH:10])=[O:9])[C:4]([C:11]([F:14])([F:13])[F:12])=[CH:3]1.C(=O)([O-])[O-].[K+].[K+].Br[CH2:22][C:23]([O:25][CH3:26])=[O:24], predict the reaction product. The product is: [CH3:26][O:25][C:23](=[O:24])[CH2:22][N:7]1[C:2](=[O:1])[CH:3]=[C:4]([C:11]([F:14])([F:12])[F:13])[C:5]([C:8]([OH:10])=[O:9])=[CH:6]1. (2) Given the reactants [CH3:1][C:2]1[N:7]=[C:6]([C:8]2[C:16](C(O)=O)=[C:11]3[CH:12]=[CH:13][CH:14]=[CH:15][N:10]3[N:9]=2)[CH:5]=[CH:4][CH:3]=1.C(=O)(O)[O-].[Na+].[Br:25]N1C(=O)CCC1=O, predict the reaction product. The product is: [Br:25][C:16]1[C:8]([C:6]2[CH:5]=[CH:4][CH:3]=[C:2]([CH3:1])[N:7]=2)=[N:9][N:10]2[CH:15]=[CH:14][CH:13]=[CH:12][C:11]=12.